From a dataset of Full USPTO retrosynthesis dataset with 1.9M reactions from patents (1976-2016). Predict the reactants needed to synthesize the given product. (1) Given the product [Cl:12][C:13]1[CH:14]=[C:15]([C:16]2[NH:18][C:7](=[O:9])[C:3]3[CH2:4][CH2:5][CH2:6][C:2]=3[N:17]=2)[CH:19]=[CH:20][C:21]=1[O:22][CH3:23], predict the reactants needed to synthesize it. The reactants are: O=[C:2]1[CH2:6][CH2:5][CH2:4][CH:3]1[C:7]([O:9]C)=O.Cl.[Cl:12][C:13]1[CH:14]=[C:15]([CH:19]=[CH:20][C:21]=1[O:22][CH3:23])[C:16](=[NH:18])[NH2:17].C(=O)([O-])[O-].[Cs+].[Cs+]. (2) Given the product [Cl:9][CH2:10][CH2:11][C:12]([NH:1][C:2]1[CH:7]=[CH:6][CH:5]=[CH:4][C:3]=1[OH:8])=[O:13], predict the reactants needed to synthesize it. The reactants are: [NH2:1][C:2]1[CH:7]=[CH:6][CH:5]=[CH:4][C:3]=1[OH:8].[Cl:9][CH2:10][CH2:11][C:12](Cl)=[O:13].O. (3) Given the product [NH2:19][C:17]1[S:18][C:3]2[C:2]([NH:20][CH:21]([CH2:24][OH:25])[CH2:22][OH:23])=[N:7][C:6]([S:8][CH2:9][C:10]3[CH:15]=[CH:14][CH:13]=[CH:12][CH:11]=3)=[N:5][C:4]=2[N:16]=1, predict the reactants needed to synthesize it. The reactants are: Cl[C:2]1[C:3]2[S:18][C:17]([NH2:19])=[N:16][C:4]=2[N:5]=[C:6]([S:8][CH2:9][C:10]2[CH:15]=[CH:14][CH:13]=[CH:12][CH:11]=2)[N:7]=1.[NH2:20][CH:21]([CH2:24][OH:25])[CH2:22][OH:23]. (4) Given the product [CH3:1][C:2]([NH:4][C@@H:5]1[C:15]2[CH:16]=[C:17]([O:20][P:21]([OH:24])([OH:23])=[O:22])[CH:18]=[CH:19][C:14]=2[C:13]2[C:8](=[CH:9][C:10]([O:29][CH3:30])=[C:11]([O:27][CH3:28])[C:12]=2[O:25][CH3:26])[CH2:7][CH2:6]1)=[O:3].[C:17]1([OH:20])[CH:18]=[CH:19][CH:14]=[CH:15][CH:16]=1, predict the reactants needed to synthesize it. The reactants are: [CH3:1][C:2]([NH:4][C@@H:5]1[C:15]2[CH:16]=[C:17]([O:20][P:21]([OH:24])([OH:23])=[O:22])[CH:18]=[CH:19][C:14]=2[C:13]2[C:8](=[CH:9][C:10]([O:29][CH3:30])=[C:11]([O:27][CH3:28])[C:12]=2[O:25][CH3:26])[CH2:7][CH2:6]1)=[O:3].[O-]O.CS(O)(=O)=O.S([O-])([O-])(=O)=S.[Na+].[Na+].C(=O)(O)[O-].[Na+]. (5) Given the product [Br:37][C:25]1[N:23]2[N:24]=[C:19]([C:17]3[CH:18]=[C:13]([NH:12][S:9]([C:3]4[CH:4]=[CH:5][C:6]([F:8])=[CH:7][C:2]=4[F:1])(=[O:10])=[O:11])[C:14]([O:28][CH3:29])=[N:15][CH:16]=3)[CH:20]=[CH:21][C:22]2=[N:27][CH:26]=1, predict the reactants needed to synthesize it. The reactants are: [F:1][C:2]1[CH:7]=[C:6]([F:8])[CH:5]=[CH:4][C:3]=1[S:9]([NH:12][C:13]1[C:14]([O:28][CH3:29])=[N:15][CH:16]=[C:17]([C:19]2[CH:20]=[CH:21][C:22]3[N:23]([CH:25]=[CH:26][N:27]=3)[N:24]=2)[CH:18]=1)(=[O:11])=[O:10].C1C(=O)N([Br:37])C(=O)C1. (6) Given the product [Br:1][C:2]1[CH:3]=[CH:4][C:5]([F:19])=[C:6]([C:8]2[N:17]=[C:16]([NH:23][CH2:22][CH2:21][OH:20])[C:15]3[C:10](=[N:11][CH:12]=[CH:13][N:14]=3)[N:9]=2)[CH:7]=1, predict the reactants needed to synthesize it. The reactants are: [Br:1][C:2]1[CH:3]=[CH:4][C:5]([F:19])=[C:6]([C:8]2[NH:17][C:16](=O)[C:15]3[C:10](=[N:11][CH:12]=[CH:13][N:14]=3)[N:9]=2)[CH:7]=1.[OH:20][CH2:21][CH2:22][NH2:23].C(N(C1C=CN=CC=1)C1C2C(=NC=CN=2)N=C(C2C=C(Br)C=CC=2F)N=1)CCC. (7) Given the product [CH3:14][O:13][C:10]1[CH:11]=[CH:12][C:7]([C:4]2[CH:5]=[CH:6][N:2]([O:1][C:17](=[O:18])[N:16]([CH3:15])[C:20]3[CH:25]=[CH:24][CH:23]=[CH:22][CH:21]=3)[N:3]=2)=[CH:8][CH:9]=1, predict the reactants needed to synthesize it. The reactants are: [OH:1][N:2]1[CH:6]=[CH:5][C:4]([C:7]2[CH:12]=[CH:11][C:10]([O:13][CH3:14])=[CH:9][CH:8]=2)=[N:3]1.[CH3:15][N:16]([C:20]1[CH:25]=[CH:24][CH:23]=[CH:22][CH:21]=1)[C:17](Cl)=[O:18].